Dataset: Full USPTO retrosynthesis dataset with 1.9M reactions from patents (1976-2016). Task: Predict the reactants needed to synthesize the given product. (1) Given the product [CH2:6]([C:2]1([CH2:3][C:4]#[N:5])[O:10][CH2:9][CH2:8][O:1]1)[CH3:7], predict the reactants needed to synthesize it. The reactants are: [O:1]=[C:2]([CH2:6][CH3:7])[CH2:3][C:4]#[N:5].[CH2:8](O)[CH2:9][OH:10].C1(C)C=CC(S(O)(=O)=O)=CC=1. (2) Given the product [CH3:1][C:2]1[CH:3]=[C:4]([C:19]2[CH:24]=[CH:23][CH:22]=[C:21]([C:25]([OH:27])=[O:26])[CH:20]=2)[CH:5]=[C:6]([NH:8][C:9]2[N:14]=[C:13]([C:15]([F:18])([F:16])[F:17])[CH:12]=[CH:11][N:10]=2)[CH:7]=1, predict the reactants needed to synthesize it. The reactants are: [CH3:1][C:2]1[CH:3]=[C:4]([C:19]2[CH:24]=[CH:23][CH:22]=[C:21]([C:25]([O:27]C)=[O:26])[CH:20]=2)[CH:5]=[C:6]([NH:8][C:9]2[N:14]=[C:13]([C:15]([F:18])([F:17])[F:16])[CH:12]=[CH:11][N:10]=2)[CH:7]=1.[OH-].[Na+].Cl. (3) Given the product [NH2:34][C:4]1[S:3][C:2]([C:44]2[CH:45]=[C:46]([CH3:49])[CH:47]=[CH:48][C:43]=2[F:42])=[N:6][C:5]=1[C:7]([NH:8][C:9]1[CH:10]=[N:11][N:12]([CH2:29][CH:30]([F:31])[F:32])[C:13]=1[N:14]1[CH2:20][CH2:19][CH2:18][C@H:17]([NH:21][CH3:28])[CH2:16][CH2:15]1)=[O:33], predict the reactants needed to synthesize it. The reactants are: Br[C:2]1[S:3][C:4]([NH:34]C(=O)OC(C)(C)C)=[C:5]([C:7](=[O:33])[NH:8][C:9]2[CH:10]=[N:11][N:12]([CH2:29][CH:30]([F:32])[F:31])[C:13]=2[N:14]2[CH2:20][CH2:19][CH2:18][C@@H:17]([N:21]([CH3:28])C(=O)C(F)(F)F)[CH2:16][CH2:15]2)[N:6]=1.[F:42][C:43]1[CH:48]=[CH:47][C:46]([CH3:49])=[CH:45][C:44]=1B(O)O. (4) Given the product [Cl:28][CH2:27][CH2:26][O:22][C:16]1[CH:15]=[C:14]2[C:19]([CH:20]=[CH:21][N:12]([C:7]3[CH:6]=[C:5]([CH:10]=[CH:9][C:8]=3[CH3:11])[C:4]([NH:3][CH:1]3[CH2:29][CH2:2]3)=[O:24])[C:13]2=[O:23])=[CH:18][CH:17]=1, predict the reactants needed to synthesize it. The reactants are: [CH2:1]([NH:3][C:4](=[O:24])[C:5]1[CH:10]=[CH:9][C:8]([CH3:11])=[C:7]([N:12]2[CH:21]=[CH:20][C:19]3[C:14](=[CH:15][C:16]([OH:22])=[CH:17][CH:18]=3)[C:13]2=[O:23])[CH:6]=1)[CH3:2].Br[CH2:26][CH2:27][Cl:28].[C:29](=O)([O-])[O-].[K+].[K+]. (5) Given the product [Cl:1][C:2]1[CH:3]=[C:4]2[C:5](=[CH:10][C:11]=1[N:12]1[CH2:17][CH2:16][O:15][CH2:14][CH2:13]1)[C:6](=[O:7])[NH:8][C:9]([C:22]1[CH:25]=[CH:26][CH:27]=[CH:28][C:21]=1[C:20]([F:30])([F:29])[F:19])=[CH:18]2, predict the reactants needed to synthesize it. The reactants are: [Cl:1][C:2]1[C:11]([N:12]2[CH2:17][CH2:16][O:15][CH2:14][CH2:13]2)=[CH:10][C:5]([C:6]([NH:8][CH3:9])=[O:7])=[C:4]([CH3:18])[CH:3]=1.[F:19][C:20]([F:30])([F:29])[C:21]1[CH:28]=[CH:27][CH:26]=[CH:25][C:22]=1C#N.[Cl-].[NH4+]. (6) Given the product [CH3:8][C:7]1[C:2]([CH:18]([CH:15]2[CH2:17][CH2:16]2)[OH:19])=[N:3][CH:4]=[CH:5][C:6]=1[Cl:9], predict the reactants needed to synthesize it. The reactants are: Br[C:2]1[C:7]([CH3:8])=[C:6]([Cl:9])[CH:5]=[CH:4][N:3]=1.C([Mg]Cl)(C)C.[CH:15]1([CH:18]=[O:19])[CH2:17][CH2:16]1. (7) Given the product [Cl:18][C:19]1[CH:25]=[CH:24][C:23]([CH3:26])=[C:21]([NH:22][C:2]2[N:7]=[C:6]([Cl:8])[N:5]=[CH:4][N:3]=2)[CH:20]=1, predict the reactants needed to synthesize it. The reactants are: Cl[C:2]1[N:7]=[C:6]([Cl:8])[N:5]=[CH:4][N:3]=1.CCN(C(C)C)C(C)C.[Cl:18][C:19]1[CH:20]=[C:21]([C:23]([CH3:26])=[CH:24][CH:25]=1)[NH2:22]. (8) Given the product [CH2:30]([O:29][C:27]([N:15]1[C:16]2[C:11](=[CH:10][C:9]([O:8][CH2:7][CH2:6][CH2:5][CH2:4][N:3]([CH2:1][CH3:2])[CH2:19][CH3:20])=[CH:18][CH:17]=2)[CH2:12][CH2:13][CH2:14]1)=[O:28])[C:31]1[CH:36]=[CH:35][CH:34]=[CH:33][CH:32]=1, predict the reactants needed to synthesize it. The reactants are: [CH2:1]([N:3]([CH2:19][CH3:20])[CH2:4][CH2:5][CH2:6][CH2:7][O:8][C:9]1[CH:10]=[C:11]2[C:16](=[CH:17][CH:18]=1)[NH:15][CH2:14][CH2:13][CH2:12]2)[CH3:2].CN(C=O)C.Cl[C:27]([O:29][CH2:30][C:31]1[CH:36]=[CH:35][CH:34]=[CH:33][CH:32]=1)=[O:28]. (9) Given the product [O:27]=[C:26]1[N:1]([C:2]2[CH:3]=[C:4]3[C:8](=[CH:9][CH:10]=2)[N:7]([C:11]([O:13][C:14]([CH3:17])([CH3:16])[CH3:15])=[O:12])[CH2:6][CH2:5]3)[C:19]2=[N:20][CH:21]=[CH:22][CH:23]=[C:24]2[NH:25]1, predict the reactants needed to synthesize it. The reactants are: [NH2:1][C:2]1[CH:3]=[C:4]2[C:8](=[CH:9][CH:10]=1)[N:7]([C:11]([O:13][C:14]([CH3:17])([CH3:16])[CH3:15])=[O:12])[CH2:6][CH2:5]2.Cl[C:19]1[C:24]([NH:25][C:26](=O)[O:27]C(C)(C)C)=[CH:23][CH:22]=[CH:21][N:20]=1.CC1(C)C2C(=C(P(C3C=CC=CC=3)C3C=CC=CC=3)C=CC=2)OC2C(P(C3C=CC=CC=3)C3C=CC=CC=3)=CC=CC1=2.CC(C)([O-])C.[Na+].